This data is from TCR-epitope binding with 47,182 pairs between 192 epitopes and 23,139 TCRs. The task is: Binary Classification. Given a T-cell receptor sequence (or CDR3 region) and an epitope sequence, predict whether binding occurs between them. (1) The TCR CDR3 sequence is CASSLVTYPTDTQYF. Result: 1 (the TCR binds to the epitope). The epitope is GILGFVFTL. (2) The epitope is ALLADKFPV. The TCR CDR3 sequence is CAGRPGQGSHEQYF. Result: 0 (the TCR does not bind to the epitope). (3) The epitope is SFHSLHLLF. The TCR CDR3 sequence is CASSEMGQETYEQYF. Result: 0 (the TCR does not bind to the epitope). (4) The epitope is LLWNGPMAV. The TCR CDR3 sequence is CASSGRDRQNTEAFF. Result: 1 (the TCR binds to the epitope). (5) The epitope is YLQPRTFLL. The TCR CDR3 sequence is CALGDLNTGELFF. Result: 1 (the TCR binds to the epitope).